This data is from Full USPTO retrosynthesis dataset with 1.9M reactions from patents (1976-2016). The task is: Predict the reactants needed to synthesize the given product. (1) The reactants are: [NH2:1][C:2]1[CH:16]=[CH:15][C:5]([CH2:6][NH:7]C(=O)OC(C)(C)C)=[CH:4][CH:3]=1.F[C:18]1[CH:23]=[CH:22][CH:21]=[CH:20][N:19]=1.C(O)(C(F)(F)F)=O. Given the product [NH2:7][CH2:6][C:5]1[CH:4]=[CH:3][C:2]([NH:1][C:18]2[CH:23]=[CH:22][CH:21]=[CH:20][N:19]=2)=[CH:16][CH:15]=1, predict the reactants needed to synthesize it. (2) Given the product [C:1]([C:5]1[CH:6]=[CH:7][C:8]([C:11]2[S:12][CH:13]=[C:14]([C:17](=[N:36][NH:35][C:33](=[O:34])[C:32]3[CH:37]=[CH:38][C:29]([CH2:28][OH:27])=[C:30]([N+:39]([O-:41])=[O:40])[CH:31]=3)[CH3:43])[C:15]=2[OH:16])=[CH:9][CH:10]=1)([CH3:2])([CH3:3])[CH3:4], predict the reactants needed to synthesize it. The reactants are: [C:1]([C:5]1[CH:10]=[CH:9][C:8]([C:11]2[S:12](=C=O)[CH:13]=[C:14]([CH3:17])[C:15]=2[OH:16])=[CH:7][CH:6]=1)([CH3:4])([CH3:3])[CH3:2].[Si]([O:27][CH2:28][C:29]1[CH:38]=[CH:37][C:32]([C:33]([NH:35][NH2:36])=[O:34])=[CH:31][C:30]=1[N+:39]([O-:41])=[O:40])(C(C)(C)C)(C)C.O.[C:43]1(C)C=CC(S(O)(=O)=O)=CC=1. (3) Given the product [CH3:1][C:2]1[C:11]2[NH:10][CH2:9][C@@H:8]3[CH2:13][N:14]([C:16]([O:18][C:19]([CH3:22])([CH3:21])[CH3:20])=[O:17])[CH2:15][C@@H:7]3[C:6]=2[CH:5]=[CH:4][CH:3]=1, predict the reactants needed to synthesize it. The reactants are: [CH3:1][C:2]1[C:11]2[NH:10][C:9](=O)[C@@H:8]3[CH2:13][N:14]([C:16]([O:18][C:19]([CH3:22])([CH3:21])[CH3:20])=[O:17])[CH2:15][C@@H:7]3[C:6]=2[CH:5]=[CH:4][CH:3]=1. (4) Given the product [CH2:32]([C:8]1[C:7](=[O:10])[N:6]2[CH:11]=[CH:12][CH:13]=[CH:14][C:5]2=[N:4][C:3]=1[CH2:2][OH:1])[C:33]1[CH:38]=[CH:37][CH:36]=[CH:35][CH:34]=1, predict the reactants needed to synthesize it. The reactants are: [OH:1][CH2:2][C:3]1[N:4]=[C:5]2[CH:14]=[CH:13][CH:12]=[CH:11][N:6]2[C:7](=[O:10])[C:8]=1I.[O-]P([O-])([O-])=O.[K+].[K+].[K+].B1([CH2:32][C:33]2[CH:38]=[CH:37][CH:36]=[CH:35][CH:34]=2)C2CCCC1CCC2.[OH-].[Na+].OO. (5) Given the product [OH:22][C:19]([C:16]1[CH:17]=[CH:18][C:13]([C:12]([NH:11][C:9]2[S:8][C:6]3[C:5]([N:10]=2)=[CH:4][CH:3]=[C:2]([C:28]2[CH:27]=[N:26][N:25]([CH3:24])[CH:29]=2)[N:7]=3)=[O:23])=[CH:14][CH:15]=1)([CH3:21])[CH3:20], predict the reactants needed to synthesize it. The reactants are: Br[C:2]1[N:7]=[C:6]2[S:8][C:9]([NH:11][C:12](=[O:23])[C:13]3[CH:18]=[CH:17][C:16]([C:19]([OH:22])([CH3:21])[CH3:20])=[CH:15][CH:14]=3)=[N:10][C:5]2=[CH:4][CH:3]=1.[CH3:24][N:25]1[CH:29]=[C:28](B2OC(C)(C)C(C)(C)O2)[CH:27]=[N:26]1. (6) Given the product [OH:10][CH2:9][CH2:8][C:7]1[C:2](=[O:1])[NH:3][NH:4][C:5](=[O:13])[CH:6]=1, predict the reactants needed to synthesize it. The reactants are: [O:1]=[C:2]1[C:7]([CH2:8][C:9](OC)=[O:10])=[CH:6][C:5](=[O:13])[NH:4][NH:3]1.[H-].[Al+3].[Li+].[H-].[H-].[H-].[OH-].[Na+].Cl. (7) Given the product [CH2:33]([O:32][CH2:31][C@H:13]([NH:12][C:9](=[O:11])[CH2:8][C:3]1[CH:4]=[N:5][CH:6]=[CH:7][N:2]=1)[C:14]([NH:16][C:17]1[CH:22]=[CH:21][C:20]([O:23][C:24]2[CH:29]=[CH:28][C:27]([F:30])=[CH:26][CH:25]=2)=[CH:19][CH:18]=1)=[O:15])[C:34]1[CH:39]=[CH:38][CH:37]=[CH:36][CH:35]=1, predict the reactants needed to synthesize it. The reactants are: Cl.[N:2]1[CH:7]=[CH:6][N:5]=[CH:4][C:3]=1[CH2:8][C:9]([OH:11])=O.[NH2:12][C@@H:13]([CH2:31][O:32][CH2:33][C:34]1[CH:39]=[CH:38][CH:37]=[CH:36][CH:35]=1)[C:14]([NH:16][C:17]1[CH:22]=[CH:21][C:20]([O:23][C:24]2[CH:29]=[CH:28][C:27]([F:30])=[CH:26][CH:25]=2)=[CH:19][CH:18]=1)=[O:15]. (8) Given the product [CH:18]1[C:19]2[C:24](=[CH:23][CH:22]=[CH:21][CH:20]=2)[CH:25]=[CH:26][C:17]=1[CH2:16][C:11]1[NH:10][C:9]2=[N:8][NH:7][C:6]([CH:4]3[CH2:3][C:2](=[O:1])[CH2:5]3)=[C:14]2[C:13](=[O:15])[CH:12]=1, predict the reactants needed to synthesize it. The reactants are: [OH:1][C@H:2]1[CH2:5][C@H:4]([C:6]2[NH:7][N:8]=[C:9]3[C:14]=2[C:13](=[O:15])[CH:12]=[C:11]([CH2:16][C:17]2[CH:26]=[CH:25][C:24]4[C:19](=[CH:20][CH:21]=[CH:22][CH:23]=4)[CH:18]=2)[NH:10]3)[CH2:3]1.CC(OI1(OC(C)=O)(OC(C)=O)OC(=O)C2C=CC=CC1=2)=O. (9) The reactants are: [CH2:1]([C:4]1[CH:9]=[C:8]([F:10])[CH:7]=[CH:6][C:5]=1[OH:11])[CH:2]=[CH2:3].C1C=C(Cl)C=C(C(OO)=[O:20])C=1. Given the product [F:10][C:8]1[CH:7]=[CH:6][C:5]2[O:11][CH:2]([CH2:3][OH:20])[CH2:1][C:4]=2[CH:9]=1, predict the reactants needed to synthesize it. (10) Given the product [Cl:18][C:19]1[C:20]([C:2]2[CH:3]=[CH:4][CH:5]=[C:6]([NH:8][CH2:9][CH:10]3[CH2:15][O:14][C:13]([CH3:17])([CH3:16])[CH2:12][O:11]3)[N:7]=2)=[CH:21][C:22]([F:25])=[N:23][CH:24]=1, predict the reactants needed to synthesize it. The reactants are: Br[C:2]1[N:7]=[C:6]([NH:8][CH2:9][CH:10]2[CH2:15][O:14][C:13]([CH3:17])([CH3:16])[CH2:12][O:11]2)[CH:5]=[CH:4][CH:3]=1.[Cl:18][C:19]1[C:20](B(O)O)=[CH:21][C:22]([F:25])=[N:23][CH:24]=1.C(=O)([O-])[O-].[Na+].[Na+].